This data is from Forward reaction prediction with 1.9M reactions from USPTO patents (1976-2016). The task is: Predict the product of the given reaction. (1) Given the reactants [CH3:1][C@H:2]([CH2:23][CH:24]=C)[C:3]([O:5][CH2:6][C@H:7]([NH:14][C:15](=[O:22])[C:16]([CH3:21])([CH3:20])[CH2:17][CH:18]=C)[C:8]1[CH:13]=[CH:12][CH:11]=[CH:10][CH:9]=1)=[O:4], predict the reaction product. The product is: [CH3:20][C:16]1([CH3:21])[CH2:17][CH:18]=[CH:24][CH2:23][C@@H:2]([CH3:1])[C:3](=[O:4])[O:5][CH2:6][C@@H:7]([C:8]2[CH:9]=[CH:10][CH:11]=[CH:12][CH:13]=2)[NH:14][C:15]1=[O:22]. (2) Given the reactants C[O:2][C:3](=[O:28])[C:4]1[CH:9]=[CH:8][C:7]([O:10][CH2:11][CH2:12][CH2:13]Br)=[CH:6][C:5]=1[NH:15][C:16](=[O:27])[C:17]1[CH:22]=[CH:21][CH:20]=[CH:19][C:18]=1[C:23]([F:26])([F:25])[F:24].[C:29]1([C:38]2[CH:43]=[CH:42][CH:41]=[CH:40][CH:39]=2)[CH:34]=[CH:33][C:32]([CH:35]=[N:36][OH:37])=[CH:31][CH:30]=1, predict the reaction product. The product is: [C:29]1([C:38]2[CH:39]=[CH:40][CH:41]=[CH:42][CH:43]=2)[CH:30]=[CH:31][C:32](/[CH:35]=[N:36]/[O:37][CH2:13][CH2:12][CH2:11][O:10][C:7]2[CH:8]=[CH:9][C:4]([C:3]([OH:2])=[O:28])=[C:5]([NH:15][C:16](=[O:27])[C:17]3[CH:22]=[CH:21][CH:20]=[CH:19][C:18]=3[C:23]([F:25])([F:26])[F:24])[CH:6]=2)=[CH:33][CH:34]=1. (3) Given the reactants [CH3:1][O:2][C:3](=[O:21])[C@H:4]([C@@H:18]([CH3:20])[OH:19])[NH:5][C:6](=[O:17])[C:7]1[CH:12]=[CH:11][C:10]([N+:13]([O-])=O)=[C:9]([CH3:16])[CH:8]=1.[H][H].C(=O)(O)[O-].[Na+].Cl[C:30]([O:32][CH2:33][C:34]1[CH:39]=[CH:38][CH:37]=[CH:36][CH:35]=1)=[O:31], predict the reaction product. The product is: [CH3:1][O:2][C:3](=[O:21])[C@H:4]([C@@H:18]([CH3:20])[OH:19])[NH:5][C:6](=[O:17])[C:7]1[CH:12]=[CH:11][C:10]([NH:13][C:30]([O:32][CH2:33][C:34]2[CH:39]=[CH:38][CH:37]=[CH:36][CH:35]=2)=[O:31])=[C:9]([CH3:16])[CH:8]=1. (4) Given the reactants O1CCOCC1.Cl.[C:8]([C:10]1[C:15]([C:16]2[CH:21]=[CH:20][C:19]([O:22][C:23]3[CH:28]=[CH:27][CH:26]=[CH:25][CH:24]=3)=[CH:18][CH:17]=2)=[CH:14][N:13]=[C:12]([C:29]2[CH:30]=[C:31]([CH:41]=[CH:42][CH:43]=2)[CH2:32][NH:33]C(=O)OC(C)(C)C)[C:11]=1[F:44])#[N:9], predict the reaction product. The product is: [NH2:33][CH2:32][C:31]1[CH:30]=[C:29]([C:12]2[C:11]([F:44])=[C:10]([C:15]([C:16]3[CH:21]=[CH:20][C:19]([O:22][C:23]4[CH:28]=[CH:27][CH:26]=[CH:25][CH:24]=4)=[CH:18][CH:17]=3)=[CH:14][N:13]=2)[C:8]#[N:9])[CH:43]=[CH:42][CH:41]=1.